This data is from Full USPTO retrosynthesis dataset with 1.9M reactions from patents (1976-2016). The task is: Predict the reactants needed to synthesize the given product. (1) Given the product [C:25]([C:27]1[CH:35]=[CH:34][C:30]([C:31](=[O:32])[CH:5]([C:6]2[CH:11]=[CH:10][C:9]([O:12][CH3:13])=[CH:8][CH:7]=2)[C:4]([O:3][CH2:1][CH3:2])=[O:14])=[C:29]([CH3:36])[CH:28]=1)#[N:26], predict the reactants needed to synthesize it. The reactants are: [CH2:1]([O:3][C:4](=[O:14])[CH2:5][C:6]1[CH:11]=[CH:10][C:9]([O:12][CH3:13])=[CH:8][CH:7]=1)[CH3:2].C[Si](C)(C)[N-][Si](C)(C)C.[Li+].[C:25]([C:27]1[CH:35]=[CH:34][C:30]([C:31](Cl)=[O:32])=[C:29]([CH3:36])[CH:28]=1)#[N:26]. (2) The reactants are: Cl[C:2]1[N:11]=[CH:10][CH:9]=[C:8]([Cl:12])[C:3]=1[C:4]([O:6][CH3:7])=[O:5].O1CCOC[CH2:14]1.CB1OB(C)OB(C)O1.C(=O)([O-])[O-].[Cs+].[Cs+]. Given the product [Cl:12][C:8]1[C:3]([C:4]([O:6][CH3:7])=[O:5])=[C:2]([CH3:14])[N:11]=[CH:10][CH:9]=1, predict the reactants needed to synthesize it. (3) Given the product [CH:35]1([N:38]([CH2:39][C@@H:40]2[CH2:44][CH2:43][CH2:42][N:41]2[C:31](=[O:33])[CH2:30][C:26]2[C:25]([CH3:34])=[C:24](/[CH:23]=[C:16]3\[C:17](=[O:22])[NH:18][C:19]4[C:15]\3=[CH:14][C:13]([S:10]([CH2:9][C:3]3[C:4]([Cl:8])=[CH:5][CH:6]=[CH:7][C:2]=3[Cl:1])(=[O:12])=[O:11])=[CH:21][CH:20]=4)[NH:28][C:27]=2[CH3:29])[CH3:45])[CH2:36][CH2:37]1, predict the reactants needed to synthesize it. The reactants are: [Cl:1][C:2]1[CH:7]=[CH:6][CH:5]=[C:4]([Cl:8])[C:3]=1[CH2:9][S:10]([C:13]1[CH:14]=[C:15]2[C:19](=[CH:20][CH:21]=1)[NH:18][C:17](=[O:22])/[C:16]/2=[CH:23]\[C:24]1[NH:28][C:27]([CH3:29])=[C:26]([CH2:30][C:31]([OH:33])=O)[C:25]=1[CH3:34])(=[O:12])=[O:11].[CH:35]1([N:38]([CH3:45])[CH2:39][C@@H:40]2[CH2:44][CH2:43][CH2:42][NH:41]2)[CH2:37][CH2:36]1.C1C=CC2N(O)N=NC=2C=1.CCN=C=NCCCN(C)C. (4) Given the product [NH2:1][C:2]1[N:3]=[CH:4][C:5]([C:18]2[CH:19]=[C:20]([CH:44]=[CH:45][CH:46]=2)[CH2:21][NH:22][CH:23]2[CH2:28][CH2:27][NH:26][C@@H:25]([C:36]([O:38][CH:39]3[CH2:43][CH2:42][CH2:41][CH2:40]3)=[O:37])[CH2:24]2)=[N:6][C:7]=1[NH:8][CH2:9][C:10]1[C:15]([Cl:16])=[CH:14][CH:13]=[CH:12][C:11]=1[Cl:17], predict the reactants needed to synthesize it. The reactants are: [NH2:1][C:2]1[N:3]=[CH:4][C:5]([C:18]2[CH:19]=[C:20]([CH:44]=[CH:45][CH:46]=2)[CH2:21][NH:22][CH:23]2[CH2:28][CH2:27][N:26](C(OC(C)(C)C)=O)[C@@H:25]([C:36]([O:38][CH:39]3[CH2:43][CH2:42][CH2:41][CH2:40]3)=[O:37])[CH2:24]2)=[N:6][C:7]=1[NH:8][CH2:9][C:10]1[C:15]([Cl:16])=[CH:14][CH:13]=[CH:12][C:11]=1[Cl:17].Cl. (5) Given the product [CH:41]12[O:46][CH:44]([CH2:43][CH2:42]1)[CH2:45][N:39]([C:26]1[N:25]=[C:24]([N:11]3[C@@H:12]([CH2:15][O:16][Si:17]([C:20]([CH3:22])([CH3:23])[CH3:21])([CH3:19])[CH3:18])[CH2:13][CH2:14][C@H:10]3[CH2:9][O:8][Si:1]([C:4]([CH3:5])([CH3:6])[CH3:7])([CH3:3])[CH3:2])[N:29]=[C:28]([C:30]3[CH:35]=[CH:34][C:33]([NH2:36])=[CH:32][CH:31]=3)[N:27]=1)[CH2:40]2, predict the reactants needed to synthesize it. The reactants are: [Si:1]([O:8][CH2:9][C@@H:10]1[CH2:14][CH2:13][C@H:12]([CH2:15][O:16][Si:17]([C:20]([CH3:23])([CH3:22])[CH3:21])([CH3:19])[CH3:18])[N:11]1[C:24]1[N:29]=[C:28]([C:30]2[CH:35]=[CH:34][C:33]([N+:36]([O-])=O)=[CH:32][CH:31]=2)[N:27]=[C:26]([N:39]2[CH2:45][CH:44]3[O:46][CH:41]([CH2:42][CH2:43]3)[CH2:40]2)[N:25]=1)([C:4]([CH3:7])([CH3:6])[CH3:5])([CH3:3])[CH3:2].[H][H]. (6) Given the product [CH3:1][C:2]1[C:7]([NH2:8])=[CH:6][CH:5]=[CH:4][C:3]=1[C:11](=[O:13])[CH3:12], predict the reactants needed to synthesize it. The reactants are: [CH3:1][C:2]1[C:7]([N+:8]([O-])=O)=[CH:6][CH:5]=[CH:4][C:3]=1[C:11](=[O:13])[CH3:12].[H][H]. (7) Given the product [C:1]([C:3]1[CH:4]=[C:5]([S:22][CH3:23])[C:6]2[O:10][C:9]([C:11]3[CH:20]=[CH:19][C:14]([C:15]([OH:17])=[O:16])=[CH:13][CH:12]=3)=[N:8][C:7]=2[CH:21]=1)#[N:2], predict the reactants needed to synthesize it. The reactants are: [C:1]([C:3]1[CH:4]=[C:5]([S:22][CH3:23])[C:6]2[O:10][C:9]([C:11]3[CH:20]=[CH:19][C:14]([C:15]([O:17]C)=[O:16])=[CH:13][CH:12]=3)=[N:8][C:7]=2[CH:21]=1)#[N:2].C(C1C=C(C(C)C)C2OC(C3C=CC(C(O)=O)=CC=3)=NC=2C=1)#N.